This data is from Catalyst prediction with 721,799 reactions and 888 catalyst types from USPTO. The task is: Predict which catalyst facilitates the given reaction. (1) Reactant: C([O:8][C:9](=[O:28])[CH2:10][CH2:11][C:12]1[CH:17]=[CH:16][C:15]([O:18][CH2:19][C:20]2[CH:25]=[CH:24][CH:23]=[CH:22][CH:21]=2)=[C:14]([O:26][CH3:27])[CH:13]=1)C1C=CC=CC=1.[OH-].[Na+]. Product: [CH2:19]([O:18][C:15]1[CH:16]=[CH:17][C:12]([CH2:11][CH2:10][C:9]([OH:28])=[O:8])=[CH:13][C:14]=1[O:26][CH3:27])[C:20]1[CH:21]=[CH:22][CH:23]=[CH:24][CH:25]=1. The catalyst class is: 71. (2) Reactant: C[O:2][C:3](=O)[C:4]1[CH:9]=[C:8]([NH2:10])[CH:7]=[N:6][CH:5]=1.[H-].[H-].[H-].[H-].[Li+].[Al+3]. Product: [NH2:10][C:8]1[CH:9]=[C:4]([CH2:3][OH:2])[CH:5]=[N:6][CH:7]=1. The catalyst class is: 1. (3) Reactant: [C:1]([NH:9][NH2:10])(=[O:8])[C:2]1[CH:7]=[CH:6][CH:5]=[N:4][CH:3]=1.C(N(CC)CC)C.[Cl:18][C:19]1[CH:20]=[C:21]2[CH:27]=[C:26]([C:28](O)=[O:29])[NH:25][C:22]2=[CH:23][N:24]=1.C1C=CC2N(O)N=NC=2C=1.CCN=C=NCCCN(C)C. Product: [Cl:18][C:19]1[CH:20]=[C:21]2[CH:27]=[C:26]([C:28]([NH:10][NH:9][C:1]([C:2]3[CH:3]=[N:4][CH:5]=[CH:6][CH:7]=3)=[O:8])=[O:29])[NH:25][C:22]2=[CH:23][N:24]=1. The catalyst class is: 3. (4) Reactant: Cl.[N:2]1([C:7]2[N:12]=[C:11]([CH2:13][NH2:14])[CH:10]=[C:9]([CH3:15])[N:8]=2)[CH:6]=[CH:5][N:4]=[CH:3]1.C(N(CC)CC)C.[C:23]([C:31]1[CH:36]=[CH:35][CH:34]=[CH:33][CH:32]=1)(=O)[C:24]1[CH:29]=[CH:28][CH:27]=[CH:26][CH:25]=1.O.C1(C)C=CC(S(O)(=O)=O)=CC=1. Product: [C:23](=[N:14][CH2:13][C:11]1[CH:10]=[C:9]([CH3:15])[N:8]=[C:7]([N:2]2[CH:6]=[CH:5][N:4]=[CH:3]2)[N:12]=1)([C:24]1[CH:29]=[CH:28][CH:27]=[CH:26][CH:25]=1)[C:31]1[CH:36]=[CH:35][CH:34]=[CH:33][CH:32]=1. The catalyst class is: 4.